This data is from Forward reaction prediction with 1.9M reactions from USPTO patents (1976-2016). The task is: Predict the product of the given reaction. (1) Given the reactants Br[C:2]1[C:7]([C:8]2[C:9](=[O:29])[N:10]([CH:26]([CH3:28])[CH3:27])[C:11](=[O:25])[N:12]([C:15]3[CH:20]=[CH:19][CH:18]=[C:17]([C:21]([F:24])([F:23])[F:22])[CH:16]=3)[C:13]=2[CH3:14])=[CH:6][CH:5]=[CH:4][N:3]=1.[C:30]([C:32]1[CH:37]=[CH:36][C:35](B(O)O)=[CH:34][CH:33]=1)#[N:31].O.C(=O)([O-])[O-].[Na+].[Na+], predict the reaction product. The product is: [CH:26]([N:10]1[C:9](=[O:29])[C:8]([C:7]2[C:2]([C:35]3[CH:36]=[CH:37][C:32]([C:30]#[N:31])=[CH:33][CH:34]=3)=[N:3][CH:4]=[CH:5][CH:6]=2)=[C:13]([CH3:14])[N:12]([C:15]2[CH:20]=[CH:19][CH:18]=[C:17]([C:21]([F:24])([F:23])[F:22])[CH:16]=2)[C:11]1=[O:25])([CH3:28])[CH3:27]. (2) Given the reactants [CH2:1]([O:3][C:4]([C:6]1[CH:7]=[C:8]2[N:13]([C:14]=1[C:15]1[CH:20]=[CH:19][CH:18]=[C:17]([F:21])[CH:16]=1)[CH:12]=[CH:11][C:10]([CH2:22][N:23]=[N+:24]=[N-:25])=[CH:9]2)=[O:5])[CH3:2].[F:26][C:27]([F:35])([F:34])[C:28]([OH:33])([CH2:31][CH3:32])[C:29]#[CH:30], predict the reaction product. The product is: [CH2:1]([O:3][C:4]([C:6]1[CH:7]=[C:8]2[N:13]([C:14]=1[C:15]1[CH:20]=[CH:19][CH:18]=[C:17]([F:21])[CH:16]=1)[CH:12]=[CH:11][C:10]([CH2:22][N:23]1[CH:30]=[C:29]([C:28]([OH:33])([C:27]([F:35])([F:34])[F:26])[CH2:31][CH3:32])[N:25]=[N:24]1)=[CH:9]2)=[O:5])[CH3:2]. (3) Given the reactants Br[C:2]1[CH:10]=[CH:9][CH:8]=[C:7]2[C:3]=1[CH2:4][CH2:5][C@@H:6]2[O:11][Si:12]([C:15]([CH3:18])([CH3:17])[CH3:16])([CH3:14])[CH3:13].[Cu][C:20]#[N:21].CN1CCCC1=O, predict the reaction product. The product is: [C:15]([Si:12]([CH3:14])([CH3:13])[O:11][C@@H:6]1[C:7]2[CH:8]=[CH:9][CH:10]=[C:2]([C:20]#[N:21])[C:3]=2[CH2:4][CH2:5]1)([CH3:18])([CH3:17])[CH3:16]. (4) Given the reactants [OH-].[Na+].O[CH:4]([CH3:30])[CH2:5][N:6]([S:20]([C:23]1[CH:28]=[CH:27][C:26]([CH3:29])=[CH:25][CH:24]=1)(=[O:22])=[O:21])[CH2:7][CH2:8][O:9]S(C1C=CC(C)=CC=1)(=O)=O.O, predict the reaction product. The product is: [CH3:30][CH:4]1[O:9][CH2:8][CH2:7][N:6]([S:20]([C:23]2[CH:28]=[CH:27][C:26]([CH3:29])=[CH:25][CH:24]=2)(=[O:22])=[O:21])[CH2:5]1. (5) Given the reactants [C:1]([C:3]1[CH:4]=[C:5]([CH:10]([CH3:15])[C:11](OC)=[O:12])[CH:6]=[CH:7][C:8]=1[F:9])#[N:2].CC(C[AlH]CC(C)C)C, predict the reaction product. The product is: [F:9][C:8]1[CH:7]=[CH:6][C:5]([CH:10]([CH3:15])[CH:11]=[O:12])=[CH:4][C:3]=1[C:1]#[N:2]. (6) Given the reactants COC1C=CC(C[N:8](CC2C=CC(OC)=CC=2)[C:9]2[N:14]=[C:13]([CH3:15])[N:12]=[C:11]([C:16]3[CH:17]=[C:18]([C:31]4[CH:36]=[CH:35][CH:34]=[CH:33][N:32]=4)[CH:19]=[N:20][C:21]=3[NH:22][C:23]3[CH:24]=[N:25][C:26]([O:29][CH3:30])=[CH:27][CH:28]=3)[N:10]=2)=CC=1, predict the reaction product. The product is: [NH2:8][C:9]1[N:14]=[C:13]([CH3:15])[N:12]=[C:11]([C:16]2[CH:17]=[C:18]([C:31]3[CH:36]=[CH:35][CH:34]=[CH:33][N:32]=3)[CH:19]=[N:20][C:21]=2[NH:22][C:23]2[CH:24]=[N:25][C:26]([O:29][CH3:30])=[CH:27][CH:28]=2)[N:10]=1. (7) The product is: [NH2:19][C:18]1[C:4]2[C:3](=[C:2]([Br:1])[CH:7]=[CH:6][CH:5]=2)[N:8]=[N:9][C:10]=1[C:11]([NH:13][CH2:14][CH2:15][CH2:16][CH3:17])=[O:12]. Given the reactants [Br:1][C:2]1[CH:7]=[CH:6][CH:5]=[CH:4][C:3]=1[NH:8][N:9]=[C:10]([C:18]#[N:19])[C:11]([NH:13][CH2:14][CH2:15][CH2:16][CH3:17])=[O:12].[Cl-].[Al+3].[Cl-].[Cl-].O.[C@H](O)(C([O-])=O)[C@@H](O)C([O-])=O.[Na+].[K+], predict the reaction product.